Dataset: Forward reaction prediction with 1.9M reactions from USPTO patents (1976-2016). Task: Predict the product of the given reaction. Given the reactants [Cl:1][C:2]1[N:3]=[C:4]([N:18]2[CH2:23][CH2:22][O:21][CH2:20][CH2:19]2)[C:5]2[S:10][C:9]([C:11]3[CH:12]=[C:13]([NH2:17])[CH:14]=[CH:15][CH:16]=3)=[CH:8][C:6]=2[N:7]=1.[C:24]([NH:31][CH2:32][C:33](O)=[O:34])([O:26][C:27]([CH3:30])([CH3:29])[CH3:28])=[O:25], predict the reaction product. The product is: [Cl:1][C:2]1[N:3]=[C:4]([N:18]2[CH2:23][CH2:22][O:21][CH2:20][CH2:19]2)[C:5]2[S:10][C:9]([C:11]3[CH:12]=[C:13]([NH:17][C:33]([CH2:32][NH:31][C:24](=[O:25])[O:26][C:27]([CH3:29])([CH3:28])[CH3:30])=[O:34])[CH:14]=[CH:15][CH:16]=3)=[CH:8][C:6]=2[N:7]=1.